The task is: Predict the product of the given reaction.. This data is from Forward reaction prediction with 1.9M reactions from USPTO patents (1976-2016). (1) Given the reactants [F:46][C:43]1[CH:44]=[CH:45][C:40]([C:35]2[C:34]([C:30]3[CH:31]=C4C(=[CH:28][CH:29]=3)N(C(N3C5[C:28](=[CH:29][C:30]([C:34]6[C:35]([C:40]7[CH:45]=[CH:44][C:43]([F:46])=[C:42]([CH3:47])[CH:41]=7)=[N:36][CH:37]=[CH:38][CH:39]=6)=[CH:31]C=5)C=N3)=O)N=C4)=[CH:39][CH:38]=[CH:37][N:36]=2)=[CH:41][C:42]=1[CH3:47].C1(C)C=CC=C(C2C(C3C=C[C:64]4[N:65]([C:67]([C:70]5[CH:75]=[C:74]([O:76][CH3:77])[C:73]([O:78][CH3:79])=[C:72]([O:80][CH3:81])[CH:71]=5)=[CH:68][N:69]=4)C=3)=CC=CN=2)C=1, predict the reaction product. The product is: [F:46][C:43]1[CH:44]=[CH:45][C:40]([C:35]2[C:34]([C:30]3[CH:29]=[CH:28][C:64]4[N:65]([C:67]([C:70]5[CH:71]=[C:72]([O:80][CH3:81])[C:73]([O:78][CH3:79])=[C:74]([O:76][CH3:77])[CH:75]=5)=[CH:68][N:69]=4)[CH:31]=3)=[CH:39][CH:38]=[CH:37][N:36]=2)=[CH:41][C:42]=1[CH3:47]. (2) Given the reactants CC1(C)[N:6](C(OC(C)(C)C)=O)[C@@:5]([CH3:38])([C:14]2[S:15][C:16]([C:19]3[CH:24]=[CH:23][C:22]([O:25][CH2:26][CH2:27][O:28][CH2:29][CH2:30][CH2:31][CH2:32][CH3:33])=[C:21]([C:34]([F:37])([F:36])[F:35])[CH:20]=3)=[N:17][N:18]=2)[CH2:4][O:3]1, predict the reaction product. The product is: [NH2:6][C@@:5]([C:14]1[S:15][C:16]([C:19]2[CH:24]=[CH:23][C:22]([O:25][CH2:26][CH2:27][O:28][CH2:29][CH2:30][CH2:31][CH2:32][CH3:33])=[C:21]([C:34]([F:35])([F:36])[F:37])[CH:20]=2)=[N:17][N:18]=1)([CH3:38])[CH2:4][OH:3]. (3) The product is: [O:7]=[C:2]1[CH2:3][CH2:4][CH2:5][CH2:6][N:1]1[C:20]([O:19][C:16]([CH3:18])([CH3:17])[CH3:15])=[O:21]. Given the reactants [NH:1]1[CH2:6][CH2:5][CH2:4][CH2:3][C:2]1=[O:7].CCN(CC)CC.[CH3:15][C:16]([O:19][C:20](O[C:20]([O:19][C:16]([CH3:18])([CH3:17])[CH3:15])=[O:21])=[O:21])([CH3:18])[CH3:17], predict the reaction product. (4) Given the reactants [Br:1][C:2]1[C:9]([N+:10]([O-])=O)=[CH:8][CH:7]=[CH:6][C:3]=1[C:4]#[N:5].C(O)(=O)C.[OH-].[Na+], predict the reaction product. The product is: [NH2:10][C:9]1[C:2]([Br:1])=[C:3]([CH:6]=[CH:7][CH:8]=1)[C:4]#[N:5]. (5) The product is: [Cl:16][C:17]1[N:22]=[C:21]([NH:1][CH:2]2[CH2:7][CH2:6][N:5]([C:8]3[N:13]=[N:12][C:11]([C:14]#[N:15])=[CH:10][CH:9]=3)[CH2:4][CH2:3]2)[C:20]([Cl:24])=[CH:19][N:18]=1. Given the reactants [NH2:1][CH:2]1[CH2:7][CH2:6][N:5]([C:8]2[N:13]=[N:12][C:11]([C:14]#[N:15])=[CH:10][CH:9]=2)[CH2:4][CH2:3]1.[Cl:16][C:17]1[N:22]=[C:21](Cl)[C:20]([Cl:24])=[CH:19][N:18]=1.CCN(CC)CC, predict the reaction product. (6) Given the reactants [NH3:1].FC(F)C1C=CN=C([NH:10][C:11]2[CH:12]=[C:13]([C:18]3[CH:19]=[N:20][N:21]([CH2:23][C@H:24]([OH:29])[C:25](OC)=[O:26])[CH:22]=3)[CH:14]=[C:15]([CH3:17])[CH:16]=2)N=1, predict the reaction product. The product is: [NH2:10][C:11]1[CH:12]=[C:13]([C:18]2[CH:19]=[N:20][N:21]([CH2:23][C@H:24]([OH:29])[C:25]([NH2:1])=[O:26])[CH:22]=2)[CH:14]=[C:15]([CH3:17])[CH:16]=1. (7) Given the reactants [NH:1]1[CH:5]=[C:4]([C:6]2[C:7]([C:12]3[CH:17]=[CH:16][CH:15]=[CH:14][CH:13]=3)=[N:8][O:9][C:10]=2[CH3:11])[N:3]=[CH:2]1.[H-].[Na+].[CH2:20](Br)[C:21]1[CH:26]=[CH:25][CH:24]=[CH:23][CH:22]=1.C(O)(=O)C, predict the reaction product. The product is: [CH2:20]([N:1]1[CH:5]=[C:4]([C:6]2[C:7]([C:12]3[CH:13]=[CH:14][CH:15]=[CH:16][CH:17]=3)=[N:8][O:9][C:10]=2[CH3:11])[N:3]=[CH:2]1)[C:21]1[CH:26]=[CH:25][CH:24]=[CH:23][CH:22]=1. (8) Given the reactants [NH2:1][C:2]1[C:11]2[CH:10]=[CH:9][C:8]([F:12])=[C:7](Br)[C:6]=2[N:5]=[C:4]2[CH2:14][N:15]([CH:18]3[CH2:20][CH2:19]3)[C:16](=[O:17])[C:3]=12.[CH3:21][O:22][C:23]1[C:28](B(O)O)=[CH:27][CH:26]=[CH:25][N:24]=1, predict the reaction product. The product is: [NH2:1][C:2]1[C:11]2[CH:10]=[CH:9][C:8]([F:12])=[C:7]([C:28]3[C:23]([O:22][CH3:21])=[N:24][CH:25]=[CH:26][CH:27]=3)[C:6]=2[N:5]=[C:4]2[CH2:14][N:15]([CH:18]3[CH2:20][CH2:19]3)[C:16](=[O:17])[C:3]=12. (9) Given the reactants N1(CC=O)C2C=CC=CC=2N=C1.C(OC(N(CC1C=CC=CN=1)CC1C=CC(CNC2C3N=CC=CC=3CCC2)=CC=1)=O)(C)(C)C.C(O[BH-](OC(=O)C)OC(=O)C)(=O)C.[Na+].C(OC([N:68]([CH2:99][C:100]1[CH:105]=[CH:104][CH:103]=[CH:102][N:101]=1)[CH2:69][C:70]1[CH:75]=[CH:74][C:73]([CH2:76][N:77]([CH2:88][CH2:89][N:90]2[C:94]3[CH:95]=[CH:96][CH:97]=[CH:98][C:93]=3[N:92]=[CH:91]2)[CH:78]2[C:87]3[N:86]=[CH:85][CH:84]=[CH:83][C:82]=3[CH2:81][CH2:80][CH2:79]2)=[CH:72][CH:71]=1)=O)(C)(C)C, predict the reaction product. The product is: [N:101]1[CH:102]=[CH:103][CH:104]=[CH:105][C:100]=1[CH2:99][NH:68][CH2:69][C:70]1[CH:75]=[CH:74][C:73]([CH2:76][N:77]([CH2:88][CH2:89][N:90]2[C:94]3[CH:95]=[CH:96][CH:97]=[CH:98][C:93]=3[N:92]=[CH:91]2)[CH:78]2[C:87]3[N:86]=[CH:85][CH:84]=[CH:83][C:82]=3[CH2:81][CH2:80][CH2:79]2)=[CH:72][CH:71]=1.